Dataset: Forward reaction prediction with 1.9M reactions from USPTO patents (1976-2016). Task: Predict the product of the given reaction. (1) Given the reactants C[O:2][C:3](=[O:21])[CH2:4][CH2:5][C:6]1[CH:11]=[CH:10][C:9]([O:12][C:13]2[CH:18]=[CH:17][CH:16]=[C:15](Br)[CH:14]=2)=[CH:8][C:7]=1[CH3:20].[CH2:22]([C:24]1[CH:29]=[CH:28][C:27]([OH:30])=[C:26]([O:31][C:32]2[CH:37]=[CH:36][CH:35]=[CH:34][CH:33]=2)[CH:25]=1)[CH3:23], predict the reaction product. The product is: [CH2:22]([C:24]1[CH:29]=[CH:28][C:27]([O:30][C:15]2[CH:14]=[C:13]([CH:18]=[CH:17][CH:16]=2)[O:12][C:9]2[CH:10]=[CH:11][C:6]([CH2:5][CH2:4][C:3]([OH:2])=[O:21])=[C:7]([CH3:20])[CH:8]=2)=[C:26]([O:31][C:32]2[CH:37]=[CH:36][CH:35]=[CH:34][CH:33]=2)[CH:25]=1)[CH3:23]. (2) Given the reactants [C:1]1([CH3:7])[CH:6]=[CH:5][CH:4]=[CH:3][CH:2]=1.[CH2:8]([O:10][C:11]1([O:34][CH2:35][CH3:36])[CH2:16][CH2:15][N:14]([C:17]([O:19][CH2:20][CH:21]2[C:33]3[CH:32]=[CH:31][CH:30]=[CH:29][C:28]=3[C:27]3[C:22]2=[CH:23][CH:24]=[CH:25][CH:26]=3)=[O:18])[CH2:13][CH2:12]1)[CH3:9].C(O)C[CH2:39][CH2:40][CH2:41][CH2:42][CH2:43][CH2:44]/[CH:45]=[CH:46]\[CH2:47]/[CH:48]=[CH:49]\[CH2:50][CH2:51][CH2:52][CH2:53][CH3:54].[C:56]1([CH3:66])[CH:61]=[CH:60][C:59](S([O-])(=O)=O)=[CH:58][CH:57]=1.[NH+]1C=CC=[CH:69][CH:68]=1, predict the reaction product. The product is: [CH2:35]([O:34][C:11]1([O:10][CH2:8][CH2:9][CH2:68][CH2:69][CH2:57][CH2:58][CH2:59][CH2:60]/[CH:61]=[CH:56]\[CH2:66]/[CH:2]=[CH:3]\[CH2:4][CH2:5][CH2:6][CH2:1][CH3:7])[CH2:16][CH2:15][N:14]([C:17]([O:19][CH2:20][CH:21]2[C:22]3[CH:23]=[CH:24][CH:25]=[CH:26][C:27]=3[C:28]3[C:33]2=[CH:32][CH:31]=[CH:30][CH:29]=3)=[O:18])[CH2:13][CH2:12]1)[CH2:36][CH2:39][CH2:40][CH2:41][CH2:42][CH2:43][CH2:44]/[CH:45]=[CH:46]\[CH2:47]/[CH:48]=[CH:49]\[CH2:50][CH2:51][CH2:52][CH2:53][CH3:54]. (3) Given the reactants C[N:2](C)/[CH:3]=[CH:4]/[C:5]([C:7]1[C:12](=[O:13])[CH:11]=[CH:10][N:9]([C:14]2[CH:19]=[CH:18][N:17]=[CH:16][CH:15]=2)[N:8]=1)=O.[Cl:21][C:22]1[N:27]=[C:26]([NH:28]N)[CH:25]=[CH:24][CH:23]=1.C(O)(=O)C, predict the reaction product. The product is: [Cl:21][C:22]1[N:27]=[C:26]([N:28]2[C:5]([C:7]3[C:12](=[O:13])[CH:11]=[CH:10][N:9]([C:14]4[CH:19]=[CH:18][N:17]=[CH:16][CH:15]=4)[N:8]=3)=[CH:4][CH:3]=[N:2]2)[CH:25]=[CH:24][CH:23]=1. (4) Given the reactants Cl.[CH:2]([CH:15]1[C:20](=[O:21])[CH2:19][CH2:18][NH:17][CH2:16]1)([C:9]1[CH:14]=[CH:13][CH:12]=[CH:11][CH:10]=1)[C:3]1[CH:8]=[CH:7][CH:6]=[CH:5][CH:4]=1.Br[CH2:23][C:24]1[CH:29]=[CH:28][C:27]([CH2:30][C:31]([O:33][CH2:34][C:35](=[O:42])[C:36]2[CH:41]=[CH:40][CH:39]=[CH:38][CH:37]=2)=[O:32])=[CH:26][CH:25]=1.C(=O)([O-])[O-].[K+].[K+], predict the reaction product. The product is: [CH:2]([CH:15]1[C:20](=[O:21])[CH2:19][CH2:18][N:17]([CH2:23][C:24]2[CH:29]=[CH:28][C:27]([CH2:30][C:31]([O:33][CH2:34][C:35](=[O:42])[C:36]3[CH:37]=[CH:38][CH:39]=[CH:40][CH:41]=3)=[O:32])=[CH:26][CH:25]=2)[CH2:16]1)([C:9]1[CH:14]=[CH:13][CH:12]=[CH:11][CH:10]=1)[C:3]1[CH:4]=[CH:5][CH:6]=[CH:7][CH:8]=1. (5) Given the reactants [N:1]1([CH2:6][CH2:7][CH2:8][N:9]2[C:13]3=[N:14][CH:15]=[N:16][C:17]([NH2:18])=[C:12]3[C:11](I)=[N:10]2)[CH:5]=[CH:4][N:3]=[CH:2]1.[CH3:20][O:21][C:22]1[CH:27]=[C:26](B2OC(C)(C)C(C)(C)O2)[CH:25]=[CH:24][C:23]=1[NH:37][C:38]([C:40]1[N:41]([CH3:49])[C:42]2[C:47]([CH:48]=1)=[CH:46][CH:45]=[CH:44][CH:43]=2)=[O:39].C(=O)([O-])[O-].[Na+].[Na+], predict the reaction product. The product is: [NH2:18][C:17]1[N:16]=[CH:15][N:14]=[C:13]2[N:9]([CH2:8][CH2:7][CH2:6][N:1]3[CH:5]=[CH:4][N:3]=[CH:2]3)[N:10]=[C:11]([C:26]3[CH:25]=[CH:24][C:23]([NH:37][C:38]([C:40]4[N:41]([CH3:49])[C:42]5[C:47]([CH:48]=4)=[CH:46][CH:45]=[CH:44][CH:43]=5)=[O:39])=[C:22]([O:21][CH3:20])[CH:27]=3)[C:12]=12.